Dataset: Reaction yield outcomes from USPTO patents with 853,638 reactions. Task: Predict the reaction yield, written as a fraction of the theoretical maximum amount of product (1.0 means a 100% yield; for example, 0.34 means a 34% yield). The reactants are [CH2:1]([C@@H:5]1[NH:10][CH2:9][C@H:8]([CH2:11][CH2:12][CH3:13])[NH:7][C:6]1=[O:14])[CH:2]([CH3:4])[CH3:3].[F:15][C:16]1[CH:17]=[C:18]2[C:26](=[CH:27][CH:28]=1)[C:25]1[O:24][N:23]=[C:22]([C:29](O)=[O:30])[C:21]=1[CH2:20][CH2:19]2.C([C@@H]1N(C([C@@H]2C[C@H]2C2C=CC=CC=2)=O)C[C@H](CC(C)C)NC1=O)C(C)C. No catalyst specified. The product is [F:15][C:16]1[CH:17]=[C:18]2[C:26](=[CH:27][CH:28]=1)[C:25]1[O:24][N:23]=[C:22]([C:29]([N:10]3[CH2:9][C@H:8]([CH2:11][CH2:12][CH3:13])[NH:7][C:6](=[O:14])[C@@H:5]3[CH2:1][CH:2]([CH3:4])[CH3:3])=[O:30])[C:21]=1[CH2:20][CH2:19]2. The yield is 0.600.